From a dataset of Reaction yield outcomes from USPTO patents with 853,638 reactions. Predict the reaction yield, written as a fraction of the theoretical maximum amount of product (1.0 means a 100% yield; for example, 0.34 means a 34% yield). (1) The reactants are [Br:1][C:2]1[CH:15]=[CH:14][C:5]2[O:6][CH2:7][CH2:8][C:9]([CH2:12]O)=[C:10]([CH3:11])[C:4]=2[CH:3]=1.CCN(C(C)C)C(C)C.CS([Cl:29])(=O)=O.C(OCC)C. The catalyst is ClCCl. The product is [Br:1][C:2]1[CH:15]=[CH:14][C:5]2[O:6][CH2:7][CH2:8][C:9]([CH2:12][Cl:29])=[C:10]([CH3:11])[C:4]=2[CH:3]=1. The yield is 1.25. (2) The reactants are C([N:4]1[C:12]2[C:7](=[CH:8][C:9]([F:16])=[C:10]([N+:13]([O-:15])=[O:14])[CH:11]=2)[CH2:6][CH2:5]1)(=O)C.Cl.O1CCOCC1. The catalyst is O1CCCC1.CO. The product is [F:16][C:9]1[CH:8]=[C:7]2[C:12](=[CH:11][C:10]=1[N+:13]([O-:15])=[O:14])[NH:4][CH2:5][CH2:6]2. The yield is 0.910.